The task is: Predict the reaction yield, written as a fraction of the theoretical maximum amount of product (1.0 means a 100% yield; for example, 0.34 means a 34% yield).. This data is from Reaction yield outcomes from USPTO patents with 853,638 reactions. (1) The reactants are [CH3:1][N:2]1[CH2:5][C:4]([N:7]([CH3:24])[C:8]2[CH:9]=[C:10]3[C:19](=[CH:20][CH:21]=2)[O:18][CH2:17][C:16]2[N:11]3[C@H:12]([CH3:23])[C:13](=[O:22])[NH:14][N:15]=2)([CH3:6])[CH2:3]1.[Br-:25].[Br-].[Br-].C([N+](CCCC)(CCCC)CCCC)CCC.C([N+](CCCC)(CCCC)CCCC)CCC.C([N+](CCCC)(CCCC)CCCC)CCC.[O-]S([O-])(=S)=O.[Na+].[Na+].C(=O)(O)[O-].[Na+]. The catalyst is C(Cl)Cl.CO. The product is [Br:25][C:21]1[CH:20]=[C:19]2[C:10]([N:11]3[C:16]([CH2:17][O:18]2)=[N:15][NH:14][C:13](=[O:22])[C@H:12]3[CH3:23])=[CH:9][C:8]=1[N:7]([C:4]1([CH3:6])[CH2:5][N:2]([CH3:1])[CH2:3]1)[CH3:24]. The yield is 0.810. (2) The yield is 0.692. The catalyst is O1CCOCC1.O.[Cu]I.C1C=CC([P]([Pd]([P](C2C=CC=CC=2)(C2C=CC=CC=2)C2C=CC=CC=2)([P](C2C=CC=CC=2)(C2C=CC=CC=2)C2C=CC=CC=2)[P](C2C=CC=CC=2)(C2C=CC=CC=2)C2C=CC=CC=2)(C2C=CC=CC=2)C2C=CC=CC=2)=CC=1. The reactants are Br[C:2]1[C:3]([NH:9][C:10]2[CH:11]=[N:12][C:13]([O:17][CH3:18])=[C:14]([F:16])[CH:15]=2)=[N:4][CH:5]=[C:6]([Cl:8])[N:7]=1.[CH3:19][C:20]1[N:25]=[C:24]([S:26][CH3:27])[CH:23]=[C:22]([Sn](CCCC)(CCCC)CCCC)[N:21]=1.[F-].[Cs+]. The product is [Cl:8][C:6]1[N:7]=[C:2]([C:22]2[CH:23]=[C:24]([S:26][CH3:27])[N:25]=[C:20]([CH3:19])[N:21]=2)[C:3]([NH:9][C:10]2[CH:11]=[N:12][C:13]([O:17][CH3:18])=[C:14]([F:16])[CH:15]=2)=[N:4][CH:5]=1. (3) The reactants are Cl[C:2]1[CH:10]=[C:9]2[C:5]([CH:6]=[CH:7][N:8]2[CH2:11][O:12][CH2:13][CH2:14][Si:15]([CH3:18])([CH3:17])[CH3:16])=[C:4]([NH:19][S:20]([C:23]2[CH:28]=[CH:27][C:26]([O:29][CH3:30])=[CH:25][CH:24]=2)(=[O:22])=[O:21])[CH:3]=1.[B:31]1([B:31]2[O:35][C:34]([CH3:37])([CH3:36])[C:33]([CH3:39])([CH3:38])[O:32]2)[O:35][C:34]([CH3:37])([CH3:36])[C:33]([CH3:39])([CH3:38])[O:32]1.C([O-])(=O)C.[K+]. The catalyst is O1CCOCC1.C1(P(C2C=CC=CC=2)[C-]2C=CC=C2)C=CC=CC=1.[C-]1(P(C2C=CC=CC=2)C2C=CC=CC=2)C=CC=C1.[Fe+2]. The product is [CH3:30][O:29][C:26]1[CH:27]=[CH:28][C:23]([S:20]([NH:19][C:4]2[CH:3]=[C:2]([B:31]3[O:35][C:34]([CH3:37])([CH3:36])[C:33]([CH3:39])([CH3:38])[O:32]3)[CH:10]=[C:9]3[C:5]=2[CH:6]=[CH:7][N:8]3[CH2:11][O:12][CH2:13][CH2:14][Si:15]([CH3:18])([CH3:17])[CH3:16])(=[O:22])=[O:21])=[CH:24][CH:25]=1. The yield is 0.780. (4) The reactants are [Cl:1][C:2]1[S:6][C:5]([S:7]([N:10](S(C2SC(Cl)=CC=2)(=O)=O)[C:11]2[C:19]3[C:14](=[CH:15][C:16]([F:22])=[CH:17][C:18]=3[O:20][CH3:21])[N:13]([CH2:23][C:24]3[CH:29]=[CH:28][CH:27]=[C:26]([C:30]#N)[CH:25]=3)[N:12]=2)(=[O:9])=[O:8])=[CH:4][CH:3]=1.[OH-:41].[Na+].Cl.C[OH:45]. No catalyst specified. The product is [Cl:1][C:2]1[S:6][C:5]([S:7]([NH:10][C:11]2[C:19]3[C:14](=[CH:15][C:16]([F:22])=[CH:17][C:18]=3[O:20][CH3:21])[N:13]([CH2:23][C:24]3[CH:25]=[C:26]([CH:27]=[CH:28][CH:29]=3)[C:30]([OH:45])=[O:41])[N:12]=2)(=[O:9])=[O:8])=[CH:4][CH:3]=1. The yield is 0.650. (5) The reactants are Br[C:2]1[CH:7]=[CH:6][C:5]([O:8][CH3:9])=[CH:4][C:3]=1[CH3:10].C([Li])CCC.[B:16](OC(C)C)([O:21]C(C)C)[O:17]C(C)C. The catalyst is C1COCC1.CCCCCC. The product is [CH3:9][O:8][C:5]1[CH:6]=[CH:7][C:2]([B:16]([OH:21])[OH:17])=[C:3]([CH3:10])[CH:4]=1. The yield is 0.763.